Dataset: Reaction yield outcomes from USPTO patents with 853,638 reactions. Task: Predict the reaction yield, written as a fraction of the theoretical maximum amount of product (1.0 means a 100% yield; for example, 0.34 means a 34% yield). (1) The yield is 1.00. No catalyst specified. The product is [C:1]([O:5][C:6]([NH:8][C:9]1[CH:14]=[C:13]([C:15]2[C:16]([C:18]3[CH:23]=[CH:22][CH:21]=[C:20]([F:24])[CH:19]=3)=[N:36][NH:26][CH:25]=2)[CH:12]=[CH:11][N:10]=1)=[O:7])([CH3:4])([CH3:3])[CH3:2]. The reactants are [C:1]([O:5][C:6]([NH:8][C:9]1[CH:14]=[C:13]([C:15](=[CH:25][N:26](C)C)[C:16]([C:18]2[CH:23]=[CH:22][CH:21]=[C:20]([F:24])[CH:19]=2)=O)[CH:12]=[CH:11][N:10]=1)=[O:7])([CH3:4])([CH3:3])[CH3:2].C(OC([NH:36]C1C=C(C(=CN(C)C)C(C2C=CC(F)=CC=2)=O)C=CN=1)=O)(C)(C)C. (2) The reactants are [BH3:1].[OH:2][C:3]([C:6]([OH:9])([CH3:8])[CH3:7])([CH3:5])[CH3:4].[C:10]([O:13][CH2:14][C:15]([NH:25][C:26]([O:28][C:29]([CH3:32])([CH3:31])[CH3:30])=[O:27])([CH2:21][CH2:22][CH:23]=[CH2:24])[C:16]([O:18][CH2:19][CH3:20])=[O:17])(=[O:12])[CH3:11]. The catalyst is ClCCl.C1CC=CCCC=C1.C1CC=CCCC=C1.[Cl-].[Cl-].[Ir].[Ir].C1(P(C2C=CC=CC=2)CCP(C2C=CC=CC=2)C2C=CC=CC=2)C=CC=CC=1. The product is [C:10]([O:13][CH2:14][C:15]([NH:25][C:26]([O:28][C:29]([CH3:31])([CH3:30])[CH3:32])=[O:27])([CH2:21][CH2:22][CH2:23][CH2:24][B:1]1[O:9][C:6]([CH3:8])([CH3:7])[C:3]([CH3:5])([CH3:4])[O:2]1)[C:16]([O:18][CH2:19][CH3:20])=[O:17])(=[O:12])[CH3:11]. The yield is 0.540. (3) The reactants are [CH3:1][O:2][C:3]1[C:4]([CH3:33])=[C:5]([C:24]([O:31][CH3:32])=[C:25]([O:29][CH3:30])[C:26]=1[O:27][CH3:28])[CH2:6][C:7]1[CH:8]=[CH:9][C:10]([O:16][CH2:17][C:18]2[CH:23]=[CH:22][CH:21]=[CH:20][CH:19]=2)=[C:11]([CH:15]=1)[C:12]([OH:14])=[O:13].[CH3:34][Si](C=[N+]=[N-])(C)C.C(O)(=O)C. The catalyst is CO. The product is [CH3:1][O:2][C:3]1[C:4]([CH3:33])=[C:5]([C:24]([O:31][CH3:32])=[C:25]([O:29][CH3:30])[C:26]=1[O:27][CH3:28])[CH2:6][C:7]1[CH:8]=[CH:9][C:10]([O:16][CH2:17][C:18]2[CH:23]=[CH:22][CH:21]=[CH:20][CH:19]=2)=[C:11]([CH:15]=1)[C:12]([O:14][CH3:34])=[O:13]. The yield is 0.950. (4) The product is [NH2:1][C:2]1[C:7]([C:8]#[N:9])=[C:6]([CH:10]2[CH2:15][CH2:14][CH2:13][N:12]([C:16]([O:18][C:19]([CH3:22])([CH3:21])[CH3:20])=[O:17])[CH2:11]2)[CH:5]=[C:4]([C:23]2[C:28]([O:29][CH2:30][C:31]3[CH:32]=[CH:33][C:34]([O:37][CH3:38])=[CH:35][CH:36]=3)=[CH:27][CH:26]=[CH:25][C:24]=2[NH:39][CH2:44][C:45]2[CH:50]=[CH:49][CH:48]=[CH:47][CH:46]=2)[N:3]=1. The catalyst is CO. The reactants are [NH2:1][C:2]1[C:7]([C:8]#[N:9])=[C:6]([CH:10]2[CH2:15][CH2:14][CH2:13][N:12]([C:16]([O:18][C:19]([CH3:22])([CH3:21])[CH3:20])=[O:17])[CH2:11]2)[CH:5]=[C:4]([C:23]2[C:28]([O:29][CH2:30][C:31]3[CH:36]=[CH:35][C:34]([O:37][CH3:38])=[CH:33][CH:32]=3)=[CH:27][CH:26]=[CH:25][C:24]=2[NH2:39])[N:3]=1.C(O)(=O)C.[CH:44](=O)[C:45]1[CH:50]=[CH:49][CH:48]=[CH:47][CH:46]=1.C([BH3-])#N.[Na+]. The yield is 0.850.